Dataset: Full USPTO retrosynthesis dataset with 1.9M reactions from patents (1976-2016). Task: Predict the reactants needed to synthesize the given product. (1) Given the product [CH3:6][C:7]1[NH:8][C:9](=[O:50])[C:56]2=[C:57]([CH:33]([CH3:32])[CH3:34])[C:55]([C:61]([NH2:60])=[O:62])=[CH:54][N:53]2[N:13]=1, predict the reactants needed to synthesize it. The reactants are: C(C1C(C(C)C)=[C:6]2N(C=1)N=[CH:9][N:8]=[C:7]2[NH:13]C1C=CC(C)=C(C=1)C(NOC)=O)(=O)C.Cl.CN(C)[CH2:32][CH2:33][CH2:34]N=C=NCC.C1C=CC2N([OH:50])N=NC=2C=1.C([N:53]([CH2:56][CH3:57])[CH2:54][CH3:55])C.N.C[N:60](C)[CH:61]=[O:62]. (2) Given the product [C:15]([O:14][C:12]([NH:1][N:2]1[CH:6]=[CH:5][N:4]=[C:3]1[C:7]([O:9][CH2:10][CH3:11])=[O:8])=[O:13])([CH3:18])([CH3:17])[CH3:16], predict the reactants needed to synthesize it. The reactants are: [NH2:1][N:2]1[CH:6]=[CH:5][N:4]=[C:3]1[C:7]([O:9][CH2:10][CH3:11])=[O:8].[C:12](O[C:12]([O:14][C:15]([CH3:18])([CH3:17])[CH3:16])=[O:13])([O:14][C:15]([CH3:18])([CH3:17])[CH3:16])=[O:13]. (3) Given the product [CH3:31][O:30][C:27]1[CH:28]=[CH:29][C:24]([C:19]2([CH3:1])[CH2:20][CH2:21][CH2:22][CH2:23]2)=[N:25][CH:26]=1, predict the reactants needed to synthesize it. The reactants are: [CH3:1]C(C)([O-])C.[K+].C(NC(C)C)(C)C.[Li]CCCC.[CH:19]1([C:24]2[CH:29]=[CH:28][C:27]([O:30][CH3:31])=[CH:26][N:25]=2)[CH2:23][CH2:22][CH2:21][CH2:20]1.CI. (4) Given the product [CH2:16]([C:11]1[CH:12]=[C:13]([CH3:15])[CH:14]=[C:9]([CH2:7][CH3:8])[C:10]=1[C:18]1[C:19](=[O:20])[N:21]([CH3:30])[N:22]=[C:23]([CH3:29])[C:24]=1[OH:26])[CH3:17], predict the reactants needed to synthesize it. The reactants are: CC(C)([O-])C.[K+].[CH2:7]([C:9]1[CH:14]=[C:13]([CH3:15])[CH:12]=[C:11]([CH2:16][CH3:17])[C:10]=1[CH2:18][C:19]([N:21]([CH3:30])[N:22]=[C:23]([CH3:29])[C:24]([O:26]CC)=O)=[O:20])[CH3:8].